Dataset: Peptide-MHC class I binding affinity with 185,985 pairs from IEDB/IMGT. Task: Regression. Given a peptide amino acid sequence and an MHC pseudo amino acid sequence, predict their binding affinity value. This is MHC class I binding data. (1) The peptide sequence is YIEDELRRA. The MHC is HLA-A02:06 with pseudo-sequence HLA-A02:06. The binding affinity (normalized) is 0.342. (2) The peptide sequence is ITLWQRPLV. The MHC is HLA-B07:02 with pseudo-sequence HLA-B07:02. The binding affinity (normalized) is 0.00752. (3) The peptide sequence is VAPGERPSGMF. The MHC is Mamu-A01 with pseudo-sequence Mamu-A01. The binding affinity (normalized) is 0.605.